Dataset: Reaction yield outcomes from USPTO patents with 853,638 reactions. Task: Predict the reaction yield, written as a fraction of the theoretical maximum amount of product (1.0 means a 100% yield; for example, 0.34 means a 34% yield). (1) The reactants are Cl[C:2]1[N:7]=[C:6]([Cl:8])[N:5]=[C:4]([CH2:9][C:10]2[CH:15]=[CH:14][C:13]([Cl:16])=[CH:12][CH:11]=2)[N:3]=1.[CH3:17][O:18][C:19]1[CH:20]=[C:21]([NH2:31])[CH:22]=[CH:23][C:24]=1[N:25]1[CH:29]=[C:28]([CH3:30])[N:27]=[CH:26]1.C(N(CC)CC)C. The catalyst is CO. The product is [Cl:8][C:6]1[N:5]=[C:4]([CH2:9][C:10]2[CH:15]=[CH:14][C:13]([Cl:16])=[CH:12][CH:11]=2)[N:3]=[C:2]([NH:31][C:21]2[CH:22]=[CH:23][C:24]([N:25]3[CH:29]=[C:28]([CH3:30])[N:27]=[CH:26]3)=[C:19]([O:18][CH3:17])[CH:20]=2)[N:7]=1. The yield is 0.400. (2) The product is [CH2:13]([C:15]1[N:16]([C:40]2[CH:45]=[CH:44][C:43]([O:46][CH:47]([CH3:49])[CH3:48])=[CH:42][CH:41]=2)[C:17](=[O:39])[C:18]([CH2:24][C:25]2[CH:30]=[CH:29][C:28]([C:31]3[CH:36]=[CH:35][CH:34]=[CH:33][C:32]=3[C:37]3[NH:3][C:4](=[O:7])[O:5][N:38]=3)=[CH:27][CH:26]=2)=[C:19]([CH2:21][CH2:22][CH3:23])[N:20]=1)[CH3:14]. The catalyst is O. The yield is 0.630. The reactants are [Cl-].O[NH3+:3].[C:4](=[O:7])([O-])[OH:5].[Na+].CS(C)=O.[CH2:13]([C:15]1[N:16]([C:40]2[CH:45]=[CH:44][C:43]([O:46][CH:47]([CH3:49])[CH3:48])=[CH:42][CH:41]=2)[C:17](=[O:39])[C:18]([CH2:24][C:25]2[CH:30]=[CH:29][C:28]([C:31]3[C:32]([C:37]#[N:38])=[CH:33][CH:34]=[CH:35][CH:36]=3)=[CH:27][CH:26]=2)=[C:19]([CH2:21][CH2:22][CH3:23])[N:20]=1)[CH3:14]. (3) The reactants are Cl[C:2]1[N:7]=[C:6]([C:8]2[S:12][C:11]([NH:13][CH2:14][CH3:15])=[N:10][C:9]=2[C:16]2[CH:21]=[C:20]([O:22][CH3:23])[CH:19]=[C:18]([CH3:24])[CH:17]=2)[CH:5]=[CH:4][N:3]=1.[C:25]([N:28]1[C:36]2[C:31](=[CH:32][C:33]([NH2:37])=[CH:34][CH:35]=2)[CH2:30][CH2:29]1)(=[O:27])[CH3:26].Cl.O1CCOCC1. The catalyst is FC(F)(F)CO. The product is [C:25]([N:28]1[C:36]2[C:31](=[CH:32][C:33]([NH:37][C:2]3[N:7]=[C:6]([C:8]4[S:12][C:11]([NH:13][CH2:14][CH3:15])=[N:10][C:9]=4[C:16]4[CH:21]=[C:20]([O:22][CH3:23])[CH:19]=[C:18]([CH3:24])[CH:17]=4)[CH:5]=[CH:4][N:3]=3)=[CH:34][CH:35]=2)[CH2:30][CH2:29]1)(=[O:27])[CH3:26]. The yield is 0.630. (4) The reactants are C(OC([N:8]1[CH:13]([C:14](=[O:30])[NH:15][C:16]2[CH:17]=[C:18]([Cl:29])[CH:19]=[C:20]3[C:28]=2[NH:27][C:26]2[CH:25]=[N:24][CH:23]=[CH:22][C:21]3=2)[CH2:12][O:11][C:10]([CH3:32])([CH3:31])[CH2:9]1)=O)(C)(C)C.Cl.CCOCC. The catalyst is CO.O1CCOCC1. The product is [Cl:29][C:18]1[CH:19]=[C:20]2[C:28](=[C:16]([NH:15][C:14]([CH:13]3[CH2:12][O:11][C:10]([CH3:32])([CH3:31])[CH2:9][NH:8]3)=[O:30])[CH:17]=1)[NH:27][C:26]1[CH:25]=[N:24][CH:23]=[CH:22][C:21]2=1. The yield is 0.990. (5) The reactants are [Si:1]([O:8][C@@H:9]([CH:31]1[CH2:39][C:38]2[C:33](=[CH:34][CH:35]=[CH:36][CH:37]=2)[CH2:32]1)/[CH:10]=[CH:11]/[C@H:12]1[C@@H:16]([F:17])[CH2:15][C:14](=[O:18])[C@@H:13]1[CH2:19]/[CH:20]=[CH:21]\[CH2:22][CH2:23][CH2:24][C:25]([O:27]C(C)C)=[O:26])([C:4]([CH3:7])([CH3:6])[CH3:5])([CH3:3])[CH3:2].CC(OI1(OC(C)=O)(OC(C)=O)OC(=O)C2C=CC=CC1=2)=O. The catalyst is C(Cl)Cl. The product is [Si:1]([O:8][C@@H:9]([CH:31]1[CH2:32][C:33]2[C:38](=[CH:37][CH:36]=[CH:35][CH:34]=2)[CH2:39]1)/[CH:10]=[CH:11]/[C@H:12]1[C@@H:16]([F:17])[CH2:15][C:14](=[O:18])[C@@H:13]1[CH2:19]/[CH:20]=[CH:21]\[CH2:22][CH2:23][CH2:24][C:25]([OH:27])=[O:26])([C:4]([CH3:7])([CH3:6])[CH3:5])([CH3:3])[CH3:2]. The yield is 0.890.